Predict the product of the given reaction. From a dataset of Forward reaction prediction with 1.9M reactions from USPTO patents (1976-2016). (1) Given the reactants [C:1]([O:5][C:6]([N:8]1[CH2:13][CH2:12][N:11]([CH:14]([C:17]2[CH:22]=[CH:21][CH:20]=[CH:19][C:18]=2[F:23])[CH2:15][NH2:16])[CH2:10][CH2:9]1)=[O:7])([CH3:4])([CH3:3])[CH3:2].Cl[C:25]([O:27][CH2:28][CH3:29])=[O:26], predict the reaction product. The product is: [C:1]([O:5][C:6]([N:8]1[CH2:13][CH2:12][N:11]([CH:14]([C:17]2[CH:22]=[CH:21][CH:20]=[CH:19][C:18]=2[F:23])[CH2:15][NH:16][C:25]([O:27][CH2:28][CH3:29])=[O:26])[CH2:10][CH2:9]1)=[O:7])([CH3:4])([CH3:2])[CH3:3]. (2) Given the reactants [C:1]([C:3]1[CH:4]=[C:5]2[C:9](=[CH:10][CH:11]=1)[NH:8][CH:7]=[CH:6]2)#[N:2].[SH2:12], predict the reaction product. The product is: [NH:8]1[C:9]2[C:5](=[CH:4][C:3]([C:1](=[S:12])[NH2:2])=[CH:11][CH:10]=2)[CH:6]=[CH:7]1. (3) Given the reactants O.[NH2:2][NH2:3].[CH3:4][O:5][C:6]1[CH:13]=[CH:12][CH:11]=[C:10]([O:14][CH3:15])[C:7]=1[CH:8]=O, predict the reaction product. The product is: [CH3:4][O:5][C:6]1[CH:13]=[CH:12][CH:11]=[C:10]([O:14][CH3:15])[C:7]=1[CH:8]=[N:2][NH2:3]. (4) The product is: [C:1]([C:3]1[CH:4]=[C:5]([CH:28]=[CH:29][CH:30]=1)[C:6]([NH:8][C:9]1[C:10]([NH:15][C:16](=[O:27])[C:17]2[CH:18]=[CH:19][C:20]([C:23]([CH3:26])([CH3:25])[CH3:24])=[CH:21][CH:22]=2)=[CH:11][CH:12]=[CH:13][CH:14]=1)=[O:7])(=[O:34])[NH2:2]. Given the reactants [C:1]([C:3]1[CH:4]=[C:5]([CH:28]=[CH:29][CH:30]=1)[C:6]([NH:8][C:9]1[C:10]([NH:15][C:16](=[O:27])[C:17]2[CH:22]=[CH:21][C:20]([C:23]([CH3:26])([CH3:25])[CH3:24])=[CH:19][CH:18]=2)=[CH:11][CH:12]=[CH:13][CH:14]=1)=[O:7])#[N:2].OO.C(=O)([O-])[O-:34].[K+].[K+], predict the reaction product. (5) Given the reactants COC(C1C=C(OC2C=CC(S(C)(=O)=O)=CC=2)C=C2OC(C)CC=12)=O.[C:26]([O:30][C:31]([C:33]1[CH:43]=[C:42]([OH:44])[C:36]2[CH2:37][CH:38]([CH2:40][OH:41])[O:39][C:35]=2[CH:34]=1)=[O:32])([CH3:29])([CH3:28])[CH3:27].[N:45]1([C:49]([C:51]2[CH:56]=[CH:55][C:54](F)=[CH:53][C:52]=2[F:58])=[O:50])[CH2:48][CH2:47][CH2:46]1, predict the reaction product. The product is: [C:26]([O:30][C:31]([C:33]1[CH:43]=[C:42]([O:44][C:54]2[CH:55]=[CH:56][C:51]([C:49]([N:45]3[CH2:48][CH2:47][CH2:46]3)=[O:50])=[C:52]([F:58])[CH:53]=2)[C:36]2[CH2:37][CH:38]([CH2:40][OH:41])[O:39][C:35]=2[CH:34]=1)=[O:32])([CH3:29])([CH3:27])[CH3:28]. (6) Given the reactants CC([N:5]([C@H:9]([CH3:29])[C:10]([NH:12][C:13]1[CH:18]=[CH:17][C:16]([O:19][C:20]2[C:28]3[CH2:27][O:26][CH2:25][C:24]=3[CH:23]=[CH:22][CH:21]=2)=[CH:15][CH:14]=1)=[O:11])C(=O)[O-])(C)C.C(O)(C(F)(F)F)=O, predict the reaction product. The product is: [CH2:25]1[C:24]2[CH:23]=[CH:22][CH:21]=[C:20]([O:19][C:16]3[CH:15]=[CH:14][C:13]([NH:12][C:10](=[O:11])[C@@H:9]([CH3:29])[NH2:5])=[CH:18][CH:17]=3)[C:28]=2[CH2:27][O:26]1.